Dataset: Forward reaction prediction with 1.9M reactions from USPTO patents (1976-2016). Task: Predict the product of the given reaction. (1) Given the reactants [S:1]1[CH2:4][CH:3](O)[CH2:2]1.CCN(CC)CC.[C:13]1([CH3:33])[CH:18]=[CH:17][C:16]([S:19]([O:22]S(C2C=CC(C)=CC=2)(=O)=O)(=[O:21])=[O:20])=[CH:15][CH:14]=1.[N:34]1[CH:39]=[CH:38][CH:37]=[CH:36][CH:35]=1, predict the reaction product. The product is: [N:34]1[CH:39]=[CH:38][CH:37]=[CH2+:36][CH:35]=1.[C:13]1([CH3:33])[CH:14]=[CH:15][C:16]([S:19]([OH:22])(=[O:20])=[O:21])=[CH:17][CH:18]=1.[S:1]1[CH2:4][CH2:3][CH2:2]1. (2) Given the reactants CN([C@@H:4]1[C:24](O)=[C:23](C(N)=O)[C:21](=O)[C@:20]2(O)[C@H:5]1[C@@H](O)[C@H]1C(=C2O)C(=O)C2C(O)=CC=CC=2C1=C)C.[BH:33]([OH:35])[OH:34], predict the reaction product. The product is: [C:4]1([B:33]([OH:35])[OH:34])[CH:24]=[CH:23][CH:21]=[CH:20][CH:5]=1. (3) Given the reactants [OH:1][C:2]1[CH:10]=[C:9]2[C:5]([CH:6]=[CH:7][NH:8]2)=[CH:4][CH:3]=1.C([O-])([O-])=O.[K+].[K+].Br[CH2:18][C:19]([O:21]C(C)(C)C)=[O:20].N#N, predict the reaction product. The product is: [NH:8]1[C:9]2[C:5](=[CH:4][CH:3]=[C:2]([O:1][CH2:18][C:19]([OH:21])=[O:20])[CH:10]=2)[CH:6]=[CH:7]1. (4) Given the reactants [CH3:1][C:2]1[NH:3][C:4]2[C:9]([CH:10]=1)=[CH:8][C:7]([O:11][CH2:12][CH2:13][CH3:14])=[CH:6][CH:5]=2.[CH2:15]([O:17]C1C=C2C(=CC=1)NC(C)=C2C=O)C, predict the reaction product. The product is: [CH3:1][C:2]1[NH:3][C:4]2[C:9]([C:10]=1[CH:15]=[O:17])=[CH:8][C:7]([O:11][CH2:12][CH2:13][CH3:14])=[CH:6][CH:5]=2. (5) The product is: [N:12]1([C:2]2[N:11]=[CH:10][C:9]3[C:4](=[CH:5][CH:6]=[CH:7][CH:8]=3)[N:3]=2)[CH2:18][CH2:17][CH2:16][NH:15][CH2:14][CH2:13]1. Given the reactants Cl[C:2]1[N:11]=[CH:10][C:9]2[C:4](=[CH:5][CH:6]=[CH:7][CH:8]=2)[N:3]=1.[NH:12]1[CH2:18][CH2:17][CH2:16][NH:15][CH2:14][CH2:13]1, predict the reaction product. (6) Given the reactants [F:1][C:2]1[CH:3]=[C:4]([CH:6]=[C:7]([CH2:9][S:10]([CH2:13][CH2:14][CH3:15])(=[O:12])=[O:11])[CH:8]=1)[NH2:5].Cl[C:17]1[N:22]=[C:21]([C:23]2[CH:28]=[C:27]([F:29])[C:26]([F:30])=[CH:25][C:24]=2[F:31])[C:20]([F:32])=[CH:19][N:18]=1, predict the reaction product. The product is: [F:32][C:20]1[C:21]([C:23]2[CH:28]=[C:27]([F:29])[C:26]([F:30])=[CH:25][C:24]=2[F:31])=[N:22][C:17]([NH:5][C:4]2[CH:6]=[C:7]([CH2:9][S:10]([CH2:13][CH2:14][CH3:15])(=[O:12])=[O:11])[CH:8]=[C:2]([F:1])[CH:3]=2)=[N:18][CH:19]=1. (7) Given the reactants [CH:1]1([NH:4][C:5]([C:7]2[CH:12]=[CH:11][C:10]([C:13]3[CH:14]=[C:15]4[C:20](=[CH:21][CH:22]=3)[N:19]=[C:18]([NH:23][C@@H:24]3[CH2:28][CH2:27][CH2:26][C@@H:25]3[NH:29]C(=O)OC(C)(C)C)[N:17]=[CH:16]4)=[C:9]([O:37][CH3:38])[CH:8]=2)=[O:6])[CH2:3][CH2:2]1.Cl, predict the reaction product. The product is: [NH2:29][C@H:25]1[CH2:26][CH2:27][CH2:28][C@H:24]1[NH:23][C:18]1[N:17]=[CH:16][C:15]2[C:20](=[CH:21][CH:22]=[C:13]([C:10]3[CH:11]=[CH:12][C:7]([C:5]([NH:4][CH:1]4[CH2:3][CH2:2]4)=[O:6])=[CH:8][C:9]=3[O:37][CH3:38])[CH:14]=2)[N:19]=1.